Predict the reactants needed to synthesize the given product. From a dataset of Full USPTO retrosynthesis dataset with 1.9M reactions from patents (1976-2016). (1) Given the product [CH2:1]([O:8][C:9]1[N:24]=[C:23]([C:25]2[CH:33]=[CH:32][C:31]3[N:30]4[CH2:34][CH:35]([N:37]([CH3:48])[CH3:38])[CH2:36][C:29]4=[CH:28][C:27]=3[CH:26]=2)[C:22]([CH3:39])=[C:21]([O:40][CH2:41][C:42]2[CH:43]=[CH:44][CH:45]=[CH:46][CH:47]=2)[C:10]=1[C:11]([O:13][CH2:14][C:15]1[CH:16]=[CH:17][CH:18]=[CH:19][CH:20]=1)=[O:12])[C:2]1[CH:7]=[CH:6][CH:5]=[CH:4][CH:3]=1, predict the reactants needed to synthesize it. The reactants are: [CH2:1]([O:8][C:9]1[N:24]=[C:23]([C:25]2[CH:33]=[CH:32][C:31]3[N:30]4[CH2:34][CH:35]([NH:37][CH3:38])[CH2:36][C:29]4=[CH:28][C:27]=3[CH:26]=2)[C:22]([CH3:39])=[C:21]([O:40][CH2:41][C:42]2[CH:47]=[CH:46][CH:45]=[CH:44][CH:43]=2)[C:10]=1[C:11]([O:13][CH2:14][C:15]1[CH:20]=[CH:19][CH:18]=[CH:17][CH:16]=1)=[O:12])[C:2]1[CH:7]=[CH:6][CH:5]=[CH:4][CH:3]=1.[C:48](O[BH-](OC(=O)C)OC(=O)C)(=O)C.[Na+]. (2) Given the product [CH2:1]([O:3][C:4]([CH:6]1[C:14]2[C:9](=[CH:10][C:11]([NH:15][C:16]3[C:21]([NH2:22])=[CH:20][CH:19]=[CH:18][N:17]=3)=[CH:12][CH:13]=2)[C:8](=[O:25])[CH2:7]1)=[O:5])[CH3:2], predict the reactants needed to synthesize it. The reactants are: [CH2:1]([O:3][C:4]([CH:6]1[C:14]2[C:9](=[CH:10][C:11]([NH:15][C:16]3[C:21]([N+:22]([O-])=O)=[CH:20][CH:19]=[CH:18][N:17]=3)=[CH:12][CH:13]=2)[C:8](=[O:25])[CH2:7]1)=[O:5])[CH3:2]. (3) Given the product [Cl:27][CH2:9][C:4]1[CH:5]=[C:6]([F:8])[CH:7]=[C:2]([F:1])[C:3]=1[O:11][CH3:12], predict the reactants needed to synthesize it. The reactants are: [F:1][C:2]1[C:3]([O:11][CH3:12])=[C:4]([CH2:9]O)[CH:5]=[C:6]([F:8])[CH:7]=1.N1C(C)=CC=CC=1C.[Cl-].[Li+].S([Cl:27])(C)(=O)=O.C(=O)([O-])O.[Na+]. (4) Given the product [CH2:28]([N:27]([CH3:26])[C:22]([C:3]1[C:4](=[O:21])[N:5]([CH2:12][C:13]2[CH:18]=[CH:17][C:16]([O:19][CH3:20])=[CH:15][CH:14]=2)[C:6]([O:10][CH3:11])=[C:7]([O:8][CH3:9])[C:2]=1[OH:1])=[O:23])[CH2:29][CH2:30][CH3:31], predict the reactants needed to synthesize it. The reactants are: [OH:1][C:2]1[C:7]([O:8][CH3:9])=[C:6]([O:10][CH3:11])[N:5]([CH2:12][C:13]2[CH:18]=[CH:17][C:16]([O:19][CH3:20])=[CH:15][CH:14]=2)[C:4](=[O:21])[C:3]=1[C:22](OC)=[O:23].[CH3:26][NH:27][CH2:28][CH2:29][CH2:30][CH3:31].N1C=CC=CC1=O. (5) Given the product [C:1]([O:5][C:6]([NH:8][CH2:9][CH2:10][N:11]1[C:19]([C:20]([O:22][CH3:23])=[O:21])=[C:18]2[C:13]([C:14]3[CH:27]=[C:26]([C:28]4[CH:33]=[CH:32][CH:31]=[C:30]([N+:34]([O-:36])=[O:35])[CH:29]=4)[C:25]([O:37][CH3:38])=[CH:24][C:15]=3[CH:16]=[CH:17]2)=[N:12]1)=[O:7])([CH3:4])([CH3:3])[CH3:2], predict the reactants needed to synthesize it. The reactants are: [C:1]([O:5][C:6]([NH:8][CH2:9][CH2:10][N:11]1[C:19]([C:20]([O:22][CH3:23])=[O:21])=[C:18]2[C:13]([C:14]3[CH:27]=[C:26]([C:28]4[CH:33]=[CH:32][CH:31]=[C:30]([N+:34]([O-:36])=[O:35])[CH:29]=4)[C:25]([O:37][CH3:38])=[CH:24][C:15]=3[CH2:16][CH2:17]2)=[N:12]1)=[O:7])([CH3:4])([CH3:3])[CH3:2].C(C1C(=O)C(Cl)=C(Cl)C(=O)C=1C#N)#N. (6) Given the product [CH3:14][N:12]1[CH:13]=[C:9]([C:5]2[N:4]=[C:3]3[N:15]([CH2:16][C:17]4[CH:18]=[C:19]5[C:24](=[CH:25][CH:26]=4)[N:23]=[CH:22][CH:21]=[CH:20]5)[N:31]=[N:1][C:2]3=[C:7]([OH:8])[CH:6]=2)[CH:10]=[N:11]1, predict the reactants needed to synthesize it. The reactants are: [NH2:1][C:2]1[C:3]([NH:15][CH2:16][C:17]2[CH:18]=[C:19]3[C:24](=[CH:25][CH:26]=2)[N:23]=[CH:22][CH:21]=[CH:20]3)=[N:4][C:5]([C:9]2[CH:10]=[N:11][N:12]([CH3:14])[CH:13]=2)=[CH:6][C:7]=1[OH:8].C(O)(=O)C.[N:31]([O-])=O.[Na+].[OH-].[Na+]. (7) Given the product [C:23]([C:18]1[CH:19]=[CH:20][CH:21]=[CH:22][C:17]=1[NH:16][CH:4]([CH2:5][C:6]1[CH:11]=[CH:10][C:9]([O:12][CH2:13][CH2:14][C:41]2[C:42]3[NH:43][C:44]4[C:36](=[CH:35][CH:34]=[CH:33][CH:32]=4)[C:37]=3[CH:38]=[CH:39][CH:40]=2)=[CH:8][CH:7]=1)[C:3]([OH:2])=[O:31])(=[O:30])[C:24]1[CH:25]=[CH:26][CH:27]=[CH:28][CH:29]=1, predict the reactants needed to synthesize it. The reactants are: C[O:2][C:3](=[O:31])[CH:4]([NH:16][C:17]1[CH:22]=[CH:21][CH:20]=[CH:19][C:18]=1[C:23](=[O:30])[C:24]1[CH:29]=[CH:28][CH:27]=[CH:26][CH:25]=1)[CH2:5][C:6]1[CH:11]=[CH:10][C:9]([O:12][CH2:13][CH2:14]Br)=[CH:8][CH:7]=1.[CH:32]1[C:44]2[NH:43][C:42]3[C:37](=[CH:38][CH:39]=[CH:40][CH:41]=3)[C:36]=2[CH:35]=[CH:34][CH:33]=1.[OH-].[Na+].